Dataset: Forward reaction prediction with 1.9M reactions from USPTO patents (1976-2016). Task: Predict the product of the given reaction. Given the reactants [C:1]([O:5][C:6]([N:8]1[CH2:12][CH2:11][CH2:10][C@@H:9]1[CH2:13][N:14]1[C:18]2[CH:19]=[CH:20][C:21]([C:23]([O:25][CH3:26])=[O:24])=[CH:22][C:17]=2[NH:16][C:15]1=[NH:27])=[O:7])([CH3:4])([CH3:3])[CH3:2].[O:28]1[C:32]([C:33](O)=[O:34])=[CH:31][CH:30]=[N:29]1.CCN(C(C)C)C(C)C.CN(C(ON1N=NC2C=CC=NC1=2)=[N+](C)C)C.F[P-](F)(F)(F)(F)F, predict the reaction product. The product is: [C:1]([O:5][C:6]([N:8]1[CH2:12][CH2:11][CH2:10][C@@H:9]1[CH2:13][N:14]1[C:18]2[CH:19]=[CH:20][C:21]([C:23]([O:25][CH3:26])=[O:24])=[CH:22][C:17]=2[N:16]=[C:15]1[NH:27][C:33]([C:32]1[O:28][N:29]=[CH:30][CH:31]=1)=[O:34])=[O:7])([CH3:4])([CH3:3])[CH3:2].